From a dataset of Forward reaction prediction with 1.9M reactions from USPTO patents (1976-2016). Predict the product of the given reaction. (1) Given the reactants [C:1]([C:5]1[CH:6]=[C:7]([Cl:22])[CH:8]=[C:9]2[C:14]=1[O:13][CH:12]([C:15]([F:18])([F:17])[F:16])[C:11]([C:19]([OH:21])=[O:20])=[CH:10]2)#[C:2][CH2:3][CH3:4].[OH-].[Na+:24], predict the reaction product. The product is: [C:1]([C:5]1[CH:6]=[C:7]([Cl:22])[CH:8]=[C:9]2[C:14]=1[O:13][CH:12]([C:15]([F:16])([F:17])[F:18])[C:11]([C:19]([O-:21])=[O:20])=[CH:10]2)#[C:2][CH2:3][CH3:4].[Na+:24]. (2) Given the reactants [C:1]([O:5][C:6]([NH:8][CH2:9][C:10]1[CH:19]=[CH:18][C:13]([C:14]([O:16]C)=[O:15])=[C:12]([Cl:20])[CH:11]=1)=[O:7])([CH3:4])([CH3:3])[CH3:2].[OH-].[Li+], predict the reaction product. The product is: [C:1]([O:5][C:6]([NH:8][CH2:9][C:10]1[CH:19]=[CH:18][C:13]([C:14]([OH:16])=[O:15])=[C:12]([Cl:20])[CH:11]=1)=[O:7])([CH3:4])([CH3:2])[CH3:3]. (3) The product is: [CH3:33][O:32][C@@:24]1([C:23]#[C:22][C:21]([C:34]2[CH:39]=[CH:38][CH:37]=[CH:36][CH:35]=2)([CH:18]2[CH2:17][CH2:16][NH:15][CH2:20][CH2:19]2)[OH:40])[CH:29]2[CH2:30][CH2:31][N:26]([CH2:27][CH2:28]2)[CH2:25]1. Given the reactants C(O)(C(F)(F)F)=O.C(OC([N:15]1[CH2:20][CH2:19][CH:18]([C:21]([OH:40])([C:34]2[CH:39]=[CH:38][CH:37]=[CH:36][CH:35]=2)[C:22]#[C:23][C@:24]2([O:32][CH3:33])[CH:29]3[CH2:30][CH2:31][N:26]([CH2:27][CH2:28]3)[CH2:25]2)[CH2:17][CH2:16]1)=O)(C)(C)C, predict the reaction product. (4) Given the reactants [CH:1]1[C:6]([CH:7]=[O:8])=[CH:5][CH:4]=[C:3]([CH:9]=[O:10])[CH:2]=1.NCC1C=CC=CN=1.[H][H], predict the reaction product. The product is: [OH:10][CH2:9][C:3]1[CH:2]=[CH:1][C:6]([CH:7]=[O:8])=[CH:5][CH:4]=1. (5) The product is: [N+:23]([C:26]1[CH:31]=[CH:30][CH:29]=[CH:28][C:27]=1[CH2:1][CH:2]=[O:3])([O-:25])=[O:24]. Given the reactants [CH3:1][C:2](OI1(OC(C)=O)(OC(C)=O)OC(=O)C2C=CC=CC1=2)=[O:3].[N+:23]([C:26]1[CH:31]=[CH:30][CH:29]=[CH:28][C:27]=1O)([O-:25])=[O:24].C(=O)([O-])O.[Na+].S([O-])([O-])(=O)=S.[Na+].[Na+], predict the reaction product. (6) Given the reactants [C:1]([N:4]1[CH2:9][CH2:8][NH:7][C:6](=[O:10])[CH2:5]1)(=[O:3])[CH3:2].C[Si]([N-][Si](C)(C)C)(C)C.[Li+].C1COCC1.[Cl:26][C:27]1[CH:28]=[C:29]([CH:32]=[CH:33][CH:34]=1)[CH2:30]Br.[C:35](OCC)(=[O:41])[C:36](OCC)=[O:37], predict the reaction product. The product is: [Cl:26][C:27]1[CH:28]=[C:29]([CH:32]=[CH:33][CH:34]=1)[CH2:30][N:7]1[CH2:8][CH2:9][N:4]2[C:1](=[O:3])[CH:2]=[C:35]([OH:41])[C:36]([OH:37])=[C:5]2[C:6]1=[O:10].